Dataset: Full USPTO retrosynthesis dataset with 1.9M reactions from patents (1976-2016). Task: Predict the reactants needed to synthesize the given product. (1) The reactants are: I[C:2]1[CH:7]=[CH:6][C:5]([NH2:8])=[CH:4][C:3]=1[O:9][CH3:10].[C:11]([Si:13]([CH3:16])([CH3:15])[CH3:14])#[CH:12]. Given the product [CH3:10][O:9][C:3]1[CH:4]=[C:5]([NH2:8])[CH:6]=[CH:7][C:2]=1[C:12]#[C:11][Si:13]([CH3:16])([CH3:15])[CH3:14], predict the reactants needed to synthesize it. (2) Given the product [CH:62]([C:59]1[CH:58]=[C:57]([CH2:56][NH:55][C:19](=[O:21])[C:18]2[CH:22]=[CH:23][C:15]([O:14][CH2:13][C:3]3[C:4]([C:7]4[CH:8]=[CH:9][CH:10]=[CH:11][CH:12]=4)=[N:5][O:6][C:2]=3[CH3:1])=[N:16][CH:17]=2)[O:61][N:60]=1)([CH3:64])[CH3:63], predict the reactants needed to synthesize it. The reactants are: [CH3:1][C:2]1[O:6][N:5]=[C:4]([C:7]2[CH:12]=[CH:11][CH:10]=[CH:9][CH:8]=2)[C:3]=1[CH2:13][O:14][C:15]1[CH:23]=[CH:22][C:18]([C:19]([OH:21])=O)=[CH:17][N:16]=1.F[B-](F)(F)F.N1(OC(N(C)C)=[N+](C)C)C2C=CC=CC=2N=N1.C(N(CC)C(C)C)(C)C.[NH2:55][CH2:56][C:57]1[O:61][N:60]=[C:59]([CH:62]([CH3:64])[CH3:63])[CH:58]=1. (3) Given the product [CH3:18][C:16]1[CH:17]=[C:12]([NH:11][C:2]2[N:7]=[C:6]([C:8]([OH:10])=[O:9])[CH:5]=[CH:4][N:3]=2)[CH:13]=[C:14]([C:19]2[S:23][C:22]([C:24]([OH:30])([CH3:29])[C:25]([F:28])([F:27])[F:26])=[N:21][CH:20]=2)[CH:15]=1, predict the reactants needed to synthesize it. The reactants are: Cl[C:2]1[N:7]=[C:6]([C:8]([OH:10])=[O:9])[CH:5]=[CH:4][N:3]=1.[NH2:11][C:12]1[CH:13]=[C:14]([C:19]2[S:23][C:22]([C:24]([OH:30])([CH3:29])[C:25]([F:28])([F:27])[F:26])=[N:21][CH:20]=2)[CH:15]=[C:16]([CH3:18])[CH:17]=1.C(O)(=O)C. (4) Given the product [CH:14]([S:17]([NH:20][C:4](=[O:6])[C:3]1[CH:7]=[C:8]([F:12])[C:9]([F:11])=[CH:10][C:2]=1[F:1])(=[O:19])=[O:18])([CH2:15][CH3:16])[CH3:13], predict the reactants needed to synthesize it. The reactants are: [F:1][C:2]1[CH:10]=[C:9]([F:11])[C:8]([F:12])=[CH:7][C:3]=1[C:4]([OH:6])=O.[CH3:13][CH:14]([S:17]([NH2:20])(=[O:19])=[O:18])[CH2:15][CH3:16]. (5) Given the product [Br:1][C:2]1[CH:3]=[CH:4][C:5]([CH2:8][CH:9]([O:10][Si:11]([C:14]([CH3:15])([CH3:16])[CH3:17])([CH3:12])[CH3:13])[CH3:20])=[CH:6][CH:7]=1, predict the reactants needed to synthesize it. The reactants are: [Br:1][C:2]1[CH:7]=[CH:6][C:5]([CH:8](C)[CH2:9][O:10][Si:11]([C:14]([CH3:17])([CH3:16])[CH3:15])([CH3:13])[CH3:12])=[CH:4][CH:3]=1.Br[C:20]1C=CC(CC(O)C)=CC=1.